Task: Predict which catalyst facilitates the given reaction.. Dataset: Catalyst prediction with 721,799 reactions and 888 catalyst types from USPTO (1) The catalyst class is: 4. Reactant: [CH2:1]([C@H:8]([NH:21][C:22]([C@@H:24]([NH:35][C:36]([C@@H:38]([NH:40][C:41]([C:43]1[CH:47]=[C:46]([CH3:48])[O:45][N:44]=1)=[O:42])[CH3:39])=[O:37])[CH2:25][C:26]1[C:34]2[C:29](=[CH:30][CH:31]=[CH:32][CH:33]=2)[NH:28][CH:27]=1)=[O:23])[CH:9]([C:11](=[O:20])[NH:12][CH2:13][C:14]1[CH:19]=[CH:18][CH:17]=[CH:16][CH:15]=1)[OH:10])[C:2]1[CH:7]=[CH:6][CH:5]=[CH:4][CH:3]=1.CC(OI1(OC(C)=O)(OC(C)=O)OC(=O)C2C=CC=CC1=2)=O. Product: [CH2:1]([C@H:8]([NH:21][C:22]([C@@H:24]([NH:35][C:36]([C@@H:38]([NH:40][C:41]([C:43]1[CH:47]=[C:46]([CH3:48])[O:45][N:44]=1)=[O:42])[CH3:39])=[O:37])[CH2:25][C:26]1[C:34]2[C:29](=[CH:30][CH:31]=[CH:32][CH:33]=2)[NH:28][CH:27]=1)=[O:23])[C:9]([C:11](=[O:20])[NH:12][CH2:13][C:14]1[CH:15]=[CH:16][CH:17]=[CH:18][CH:19]=1)=[O:10])[C:2]1[CH:7]=[CH:6][CH:5]=[CH:4][CH:3]=1. (2) Reactant: [S:1]=[C:2]1[C:11]2[C:6](=[CH:7][CH:8]=[CH:9][CH:10]=2)[CH2:5][C:4](=[O:12])[NH:3]1.[C:13]1([C:19](S)([CH3:21])[CH3:20])[CH:18]=[CH:17][CH:16]=[CH:15][CH:14]=1.C(O)(C(F)(F)F)=O. Product: [C:13]1([C:19]([S:1][C:2]2[C:11]3[C:6](=[CH:7][CH:8]=[CH:9][CH:10]=3)[CH:5]=[C:4]([OH:12])[N:3]=2)([CH3:21])[CH3:20])[CH:18]=[CH:17][CH:16]=[CH:15][CH:14]=1. The catalyst class is: 250. (3) Reactant: [CH3:1][O:2][C:3](=[O:18])[CH:4]([NH:7][C:8]([O:10][CH2:11][C:12]1[CH:17]=[CH:16][CH:15]=[CH:14][CH:13]=1)=[O:9])[CH2:5][OH:6].CO[CH:21]([O:28][CH3:29])[C:22]1[CH:27]=[CH:26][N:25]=[CH:24][CH:23]=1.CC1C=CC(S(O)(=O)=O)=CC=1. Product: [CH3:1][O:2][C:3]([CH:4]1[CH2:5][O:6][C@@H:21]([C:22]2[CH:27]=[CH:26][N:25]=[CH:24][CH:23]=2)[N:7]1[C:8]([O:10][CH2:11][C:12]1[CH:13]=[CH:14][CH:15]=[CH:16][CH:17]=1)=[O:9])=[O:18].[CH3:1][O:2][C:3]([CH:4]1[CH2:29][O:28][CH:21]([C:22]2[CH:23]=[CH:24][N:25]=[CH:26][CH:27]=2)[N:7]1[C:8]([O:10][CH2:11][C:12]1[CH:13]=[CH:14][CH:15]=[CH:16][CH:17]=1)=[O:9])=[O:18]. The catalyst class is: 11. (4) Reactant: [CH3:1][C:2]([O:4][C@H:5]1[C:14]2[C@@:15]3([CH3:30])[C@@H:26]([CH2:27][O:28][CH3:29])[O:25][C:23](=[O:24])[C:17]4=[CH:18][O:19][C:20]([C:21](=[O:22])[C:13]=2[C@@H:8]2[CH2:9][CH2:10][C@H:11]([OH:12])[C@@:7]2([CH3:31])[CH2:6]1)=[C:16]34)=[O:3].[NH:32]1[CH2:41][CH2:40][CH:35]([C:36]([O:38][CH3:39])=[O:37])[CH2:34][CH2:33]1. Product: [CH3:39][O:38][C:36]([CH:35]1[CH2:40][CH2:41][N:32]([CH:18]=[C:17]2[C:16]3[C:15]([CH3:30])([C:14]4[CH:5]([O:4][C:2](=[O:3])[CH3:1])[CH2:6][C:7]5([CH3:31])[CH:8]([C:13]=4[C:21](=[O:22])[C:20]=3[OH:19])[CH2:9][CH2:10][CH:11]5[OH:12])[CH:26]([CH2:27][O:28][CH3:29])[O:25][C:23]2=[O:24])[CH2:33][CH2:34]1)=[O:37]. The catalyst class is: 2. (5) Reactant: [CH2:1]([O:3][C:4](=[O:14])[CH2:5][C:6]1[CH:11]=[CH:10][CH:9]=[C:8]([C:12]#[N:13])[CH:7]=1)[CH3:2].Cl.O1CCOCC1. Product: [CH2:1]([O:3][C:4](=[O:14])[CH2:5][C:6]1[CH:11]=[CH:10][CH:9]=[C:8]([CH2:12][NH2:13])[CH:7]=1)[CH3:2]. The catalyst class is: 50. (6) Reactant: [N+:1]([C:4]1[C:5]([CH:14](C(OC)=O)C(OC)=O)=[N:6][CH:7]=[C:8]([C:10]([F:13])([F:12])[F:11])[CH:9]=1)([O-:3])=[O:2].Cl.[OH-].[Na+]. Product: [CH3:14][C:5]1[C:4]([N+:1]([O-:3])=[O:2])=[CH:9][C:8]([C:10]([F:12])([F:11])[F:13])=[CH:7][N:6]=1. The catalyst class is: 25. (7) Reactant: Cl[C:2]1[CH:3]=[CH:4][C:5]2[N:6]([C:8]([CH2:15][N:16]3[CH2:20][CH:19]([CH:21]=[C:22]([F:24])[F:23])[CH2:18][C:17]3=[O:25])=[C:9]([C:11]([F:14])([F:13])[F:12])[N:10]=2)[N:7]=1.[CH2:26]([NH2:30])[CH2:27][CH2:28][CH3:29].C(=O)([O-])[O-].[K+].[K+]. Product: [CH2:26]([NH:30][C:2]1[CH:3]=[CH:4][C:5]2[N:6]([C:8]([CH2:15][N:16]3[CH2:20][CH:19]([CH:21]=[C:22]([F:24])[F:23])[CH2:18][C:17]3=[O:25])=[C:9]([C:11]([F:14])([F:13])[F:12])[N:10]=2)[N:7]=1)[CH2:27][CH2:28][CH3:29]. The catalyst class is: 10.